From a dataset of Forward reaction prediction with 1.9M reactions from USPTO patents (1976-2016). Predict the product of the given reaction. (1) Given the reactants [Br:1][C:2]1[CH:11]=[CH:10][C:5]([C:6]([O:8]C)=O)=[C:4]([CH2:12]Br)[CH:3]=1.[CH:14]1([NH2:17])[CH2:16][CH2:15]1.C(=O)([O-])[O-].[K+].[K+], predict the reaction product. The product is: [Br:1][C:2]1[CH:3]=[C:4]2[C:5](=[CH:10][CH:11]=1)[C:6](=[O:8])[N:17]([CH:14]1[CH2:16][CH2:15]1)[CH2:12]2. (2) Given the reactants [H-].[Na+].[CH3:3][CH:4]([CH3:29])[CH2:5][C:6]1[C:12]2[CH:13]=[CH:14][CH:15]=[CH:16][C:11]=2[NH:10][C:9](=[O:17])[CH:8]([NH:18][C:19]([NH:21][C:22]2[CH:27]=[CH:26][CH:25]=[C:24]([CH3:28])[CH:23]=2)=[O:20])[N:7]=1.[I-].[Na+].Cl[CH2:33][C:34]1[C:39]([CH3:40])=[CH:38][CH:37]=[CH:36][N:35]=1, predict the reaction product. The product is: [CH3:3][CH:4]([CH3:29])[CH2:5][C:6]1[C:12]2[CH:13]=[CH:14][CH:15]=[CH:16][C:11]=2[N:10]([CH2:33][C:34]2[C:39]([CH3:40])=[CH:38][CH:37]=[CH:36][N:35]=2)[C:9](=[O:17])[CH:8]([NH:18][C:19]([NH:21][C:22]2[CH:27]=[CH:26][CH:25]=[C:24]([CH3:28])[CH:23]=2)=[O:20])[N:7]=1.